Regression. Given a peptide amino acid sequence and an MHC pseudo amino acid sequence, predict their binding affinity value. This is MHC class II binding data. From a dataset of Peptide-MHC class II binding affinity with 134,281 pairs from IEDB. (1) The peptide sequence is LRGLLSTFIAALMGA. The MHC is DRB3_0101 with pseudo-sequence DRB3_0101. The binding affinity (normalized) is 0.554. (2) The peptide sequence is EVELREHGSDEWVAM. The MHC is HLA-DQA10501-DQB10301 with pseudo-sequence HLA-DQA10501-DQB10301. The binding affinity (normalized) is 0.174. (3) The peptide sequence is RNEWILESDHLIAEM. The MHC is H-2-IAb with pseudo-sequence H-2-IAb. The binding affinity (normalized) is 0.0455. (4) The peptide sequence is AKATAGTTVYGAFAA. The MHC is HLA-DQA10102-DQB10602 with pseudo-sequence HLA-DQA10102-DQB10602. The binding affinity (normalized) is 0.847. (5) The peptide sequence is LGKLELDFDLCEGTT. The MHC is DRB1_0301 with pseudo-sequence DRB1_0301. The binding affinity (normalized) is 0.796.